From a dataset of Peptide-MHC class II binding affinity with 134,281 pairs from IEDB. Regression. Given a peptide amino acid sequence and an MHC pseudo amino acid sequence, predict their binding affinity value. This is MHC class II binding data. (1) The peptide sequence is YNNNEAFKVENGSAA. The MHC is HLA-DQA10102-DQB10602 with pseudo-sequence HLA-DQA10102-DQB10602. The binding affinity (normalized) is 0.549. (2) The MHC is DRB1_0405 with pseudo-sequence DRB1_0405. The binding affinity (normalized) is 0.600. The peptide sequence is PEQIQLLKKAFDAFD. (3) The peptide sequence is KKTRNMTMSMSMILVGV. The MHC is DRB3_0301 with pseudo-sequence DRB3_0301. The binding affinity (normalized) is 0.898. (4) The binding affinity (normalized) is 0.0298. The peptide sequence is DFLELLRYLAVELLP. The MHC is HLA-DQA10501-DQB10301 with pseudo-sequence HLA-DQA10501-DQB10301. (5) The peptide sequence is PCREQDELIGRGRVS. The MHC is DRB1_0801 with pseudo-sequence DRB1_0801. The binding affinity (normalized) is 0.450. (6) The peptide sequence is KPARLIVFPDLGVRVC. The MHC is DRB1_0405 with pseudo-sequence DRB1_0405. The binding affinity (normalized) is 0.663. (7) The peptide sequence is SFEKKFIEDTNKLAC. The MHC is DRB1_0101 with pseudo-sequence DRB1_0101. The binding affinity (normalized) is 0.308. (8) The peptide sequence is ITLRQMSILTHVNNV. The MHC is H-2-IAb with pseudo-sequence H-2-IAb. The binding affinity (normalized) is 0.246. (9) The peptide sequence is EGVHGGTWVSATLEQ. The MHC is DRB1_0802 with pseudo-sequence DRB1_0802. The binding affinity (normalized) is 0. (10) The peptide sequence is EKVYLAWVPAHKGIG. The MHC is DRB1_1101 with pseudo-sequence DRB1_1101. The binding affinity (normalized) is 0.666.